This data is from Full USPTO retrosynthesis dataset with 1.9M reactions from patents (1976-2016). The task is: Predict the reactants needed to synthesize the given product. The reactants are: [CH3:1][C:2]([CH3:24])([CH3:23])[C@H:3]([NH:11][CH2:12][CH2:13][NH:14][CH2:15][C:16]1[CH:21]=[CH:20][CH:19]=[C:18]([CH3:22])[N:17]=1)[C:4]([O:6][C:7]([CH3:10])([CH3:9])[CH3:8])=[O:5].C1C(=O)N(OC(ON2C(=O)CCC2=O)=O)[C:27](=[O:28])C1.C(N(CC)CC)C. Given the product [CH3:1][C:2]([CH3:24])([CH3:23])[C@H:3]([N:11]1[CH2:12][CH2:13][N:14]([CH2:15][C:16]2[CH:21]=[CH:20][CH:19]=[C:18]([CH3:22])[N:17]=2)[C:27]1=[O:28])[C:4]([O:6][C:7]([CH3:8])([CH3:9])[CH3:10])=[O:5], predict the reactants needed to synthesize it.